From a dataset of Full USPTO retrosynthesis dataset with 1.9M reactions from patents (1976-2016). Predict the reactants needed to synthesize the given product. (1) The reactants are: [CH3:1][C:2]1[N:11]=[C:10]([N:12]2[CH2:18][C:17]3[CH:19]=[C:20]([C:23]4[CH:24]=[CH:25][C:26]([NH2:29])=[N:27][CH:28]=4)[CH:21]=[CH:22][C:16]=3[O:15][CH2:14][CH2:13]2)[C:9]2[C:4](=[CH:5][C:6]([O:30][CH3:31])=[CH:7][CH:8]=2)[N:3]=1.Br[C:33]1C=CC(N)=N[CH:38]=1.ClC1C2C(=CC(OC)=CC=2)N=C(C)N=1. Given the product [CH3:1][C:2]1[N:11]=[C:10]([N:12]2[CH2:18][C:17]3[CH:19]=[C:20]([C:23]4[CH:24]=[C:25]5[CH:38]=[CH:33][NH:29][C:26]5=[N:27][CH:28]=4)[CH:21]=[CH:22][C:16]=3[O:15][CH2:14][CH2:13]2)[C:9]2[C:4](=[CH:5][C:6]([O:30][CH3:31])=[CH:7][CH:8]=2)[N:3]=1, predict the reactants needed to synthesize it. (2) The reactants are: C1C(=O)N([Br:8])C(=O)C1.[CH3:9][N:10]1[C:14]([C:15]2[CH:16]=[C:17]([C:20]([O:22][CH3:23])=[O:21])[S:18][CH:19]=2)=[CH:13][CH:12]=[N:11]1. Given the product [Br:8][C:13]1[CH:12]=[N:11][N:10]([CH3:9])[C:14]=1[C:15]1[CH:16]=[C:17]([C:20]([O:22][CH3:23])=[O:21])[S:18][CH:19]=1, predict the reactants needed to synthesize it. (3) Given the product [OH:1][C@@:2]1([C:9]#[C:10][C:11]2[CH:12]=[C:13]([N:17]3[C:25]4[C:20](=[CH:21][C:22]([O:26][CH3:27])=[CH:23][CH:24]=4)[C:19]([C:28]([NH2:32])=[O:30])=[N:18]3)[CH:14]=[CH:15][CH:16]=2)[CH2:6][CH2:5][N:4]([CH3:7])[C:3]1=[O:8], predict the reactants needed to synthesize it. The reactants are: [OH:1][C@@:2]1([C:9]#[C:10][C:11]2[CH:12]=[C:13]([N:17]3[C:25]4[C:20](=[CH:21][C:22]([O:26][CH3:27])=[CH:23][CH:24]=4)[C:19]([C:28]([O:30]C)=O)=[N:18]3)[CH:14]=[CH:15][CH:16]=2)[CH2:6][CH2:5][N:4]([CH3:7])[C:3]1=[O:8].[NH3:32]. (4) Given the product [CH3:11][N:12]1[C:45]2=[N:46][CH:47]=[N:48][C:49]([N:66]3[CH2:70][CH2:69][C@H:68]([N:71]4[CH2:72][CH2:73][CH2:74][CH2:75][CH2:76]4)[CH2:67]3)=[C:50]2[C:51]([C:53]2[CH:54]=[N:55][N:56]([CH3:65])[C:57]=2[C:58]2[CH:59]=[CH:60][C:61]([CH3:64])=[CH:62][CH:63]=2)=[N:13]1, predict the reactants needed to synthesize it. The reactants are: ClC1C(C(C2[CH:11]=[N:12][N:13](C)C=2C2C=CC(C)=CC=2)=O)=C(Cl)N=CN=1.C(N(CC)C(C)C)(C)C.N1CC[C@H](N2CCCCC2)C1.Cl[C:45]1[C:50]([C:51]([C:53]2[CH:54]=[N:55][N:56]([CH3:65])[C:57]=2[C:58]2[CH:63]=[CH:62][C:61]([CH3:64])=[CH:60][CH:59]=2)=O)=[C:49]([N:66]2[CH2:70][CH2:69][C@H:68]([N:71]3[CH2:76][CH2:75][CH2:74][CH2:73][CH2:72]3)[CH2:67]2)[N:48]=[CH:47][N:46]=1.CNN. (5) The reactants are: Cl[C:2]1[N:11]=[C:10](Cl)[C:9]2[C:4](=[CH:5][CH:6]=[CH:7][CH:8]=2)[N:3]=1.[Cl:13][C:14]1[CH:21]=[CH:20][C:17]([CH2:18][NH2:19])=[CH:16][CH:15]=1.[C:22]1([CH:28]2[CH2:33][CH2:32][CH2:31][CH2:30][NH:29]2)[CH:27]=[CH:26][CH:25]=[CH:24][CH:23]=1. Given the product [Cl:13][C:14]1[CH:21]=[CH:20][C:17]([CH2:18][NH:19][C:10]2[C:9]3[C:4](=[CH:5][CH:6]=[CH:7][CH:8]=3)[N:3]=[C:2]([N:29]3[CH2:30][CH2:31][CH2:32][CH2:33][CH:28]3[C:22]3[CH:27]=[CH:26][CH:25]=[CH:24][CH:23]=3)[N:11]=2)=[CH:16][CH:15]=1, predict the reactants needed to synthesize it.